From a dataset of Forward reaction prediction with 1.9M reactions from USPTO patents (1976-2016). Predict the product of the given reaction. (1) Given the reactants Br[C:2]1[C:3]([O:12][CH3:13])=[C:4]2[C:9](=[CH:10][CH:11]=1)[CH2:8][CH2:7][CH2:6][CH2:5]2.C([Li])CCC.[B:19](OC(C)C)([O:24]C(C)C)[O:20]C(C)C.Cl, predict the reaction product. The product is: [CH3:13][O:12][C:3]1[C:4]2[CH2:5][CH2:6][CH2:7][CH2:8][C:9]=2[CH:10]=[CH:11][C:2]=1[B:19]([OH:24])[OH:20]. (2) Given the reactants [Br:1][C:2]1[CH:3]=[C:4]([CH2:10][C:11]([OH:13])=[O:12])[CH:5]=[CH:6][C:7]=1[O:8][CH3:9].S(Cl)(Cl)=O.C([O-])(O)=O.[Na+].[CH2:23](O)[CH3:24], predict the reaction product. The product is: [CH2:23]([O:12][C:11](=[O:13])[CH2:10][C:4]1[CH:5]=[CH:6][C:7]([O:8][CH3:9])=[C:2]([Br:1])[CH:3]=1)[CH3:24].